This data is from Full USPTO retrosynthesis dataset with 1.9M reactions from patents (1976-2016). The task is: Predict the reactants needed to synthesize the given product. (1) Given the product [CH3:20][CH:15]([NH:14][CH2:36][C:38]1[S:42][C:41]([B:43]([OH:45])[OH:44])=[CH:40][CH:39]=1)[CH2:16][CH2:17][CH3:18], predict the reactants needed to synthesize it. The reactants are: C(S(N1CCC(C2[C:20]3[C:15](=[C:16](C(N)=O)[CH:17]=[C:18](C4SC(CNCC(C)CC)=CC=4)C=3)[NH:14]C=2)CC1)(=O)=O)C.[CH:36]([C:38]1[S:42][C:41]([B:43]([OH:45])[OH:44])=[CH:40][CH:39]=1)=O.CC(N)CCC.[BH3-]C#N.[Na+]. (2) Given the product [C:3]([O:7][C@@H:8]([C:15]1[C:16]([CH3:46])=[N:17][C:18]([CH3:45])=[C:19]([C:29]2[CH:30]=[CH:31][C:32]([O:35][CH2:36][CH2:37][C:38]3[CH:43]=[CH:42][C:41]([F:44])=[CH:40][CH:39]=3)=[CH:33][CH:34]=2)[C:20]=1[N:21]1[CH2:25][CH2:24][CH:23]([CH:26]2[CH2:28][CH2:27]2)[CH2:22]1)[C:9]([OH:11])=[O:10])([CH3:6])([CH3:5])[CH3:4], predict the reactants needed to synthesize it. The reactants are: [OH-].[Na+].[C:3]([O:7][C@@H:8]([C:15]1[C:16]([CH3:46])=[N:17][C:18]([CH3:45])=[C:19]([C:29]2[CH:34]=[CH:33][C:32]([O:35][CH2:36][CH2:37][C:38]3[CH:43]=[CH:42][C:41]([F:44])=[CH:40][CH:39]=3)=[CH:31][CH:30]=2)[C:20]=1[N:21]1[CH2:25][CH2:24][CH:23]([CH:26]2[CH2:28][CH2:27]2)[CH2:22]1)[C:9]([O:11]C(C)C)=[O:10])([CH3:6])([CH3:5])[CH3:4].Cl.